The task is: Predict which catalyst facilitates the given reaction.. This data is from Catalyst prediction with 721,799 reactions and 888 catalyst types from USPTO. (1) Reactant: Br[CH:2]1[CH2:7][CH2:6][CH:5]([CH3:8])[CH2:4][CH2:3]1.[Mg].[C:10]([O:17][CH2:18][CH3:19])(=[O:16])[C:11]([O:13]CC)=O.[NH4+].[Cl-]. Product: [CH3:8][CH:5]1[CH2:6][CH2:7][CH:2]([C:11](=[O:13])[C:10]([O:17][CH2:18][CH3:19])=[O:16])[CH2:3][CH2:4]1. The catalyst class is: 1. (2) Reactant: [CH3:1][O:2][C:3]1[CH:8]=[C:7]([N+:9]([O-])=O)[CH:6]=[CH:5][C:4]=1[S:12]([N:15]([CH3:26])[CH2:16][CH2:17][CH2:18][N:19]1[CH2:24][CH2:23][N:22]([CH3:25])[CH2:21][CH2:20]1)(=[O:14])=[O:13]. Product: [NH2:9][C:7]1[CH:6]=[CH:5][C:4]([S:12]([N:15]([CH3:26])[CH2:16][CH2:17][CH2:18][N:19]2[CH2:20][CH2:21][N:22]([CH3:25])[CH2:23][CH2:24]2)(=[O:13])=[O:14])=[C:3]([O:2][CH3:1])[CH:8]=1. The catalyst class is: 29. (3) Reactant: Cl[C:2]([O:4][C:5]1[CH:10]=[CH:9][C:8]([N+:11]([O-:13])=[O:12])=[CH:7][CH:6]=1)=[O:3].[C:14]([C:17]1[CH:21]=[C:20]([CH2:22][OH:23])[O:19][N:18]=1)(=[O:16])[NH2:15].N1C=CC=CC=1. Product: [C:2](=[O:3])([O:4][C:5]1[CH:6]=[CH:7][C:8]([N+:11]([O-:13])=[O:12])=[CH:9][CH:10]=1)[O:23][CH2:22][C:20]1[O:19][N:18]=[C:17]([C:14](=[O:16])[NH2:15])[CH:21]=1. The catalyst class is: 4. (4) Reactant: [Cl:1][C:2]1[CH:7]=[CH:6][C:5](F)=[C:4]([C:9]([OH:11])=[O:10])[N:3]=1.[CH3:12][NH2:13]. Product: [Cl:1][C:2]1[N:3]=[C:4]([C:9]([OH:11])=[O:10])[C:5]([NH:13][CH3:12])=[CH:6][CH:7]=1. The catalyst class is: 12. (5) Reactant: [C:1](O)(=O)C.[CH3:5][C:6]1[C:21]([CH2:22][C:23]2[CH:28]=[CH:27][CH:26]=[CH:25][C:24]=2[CH3:29])=[C:9]2[NH:10][C:11]([C:15]3[CH:20]=[CH:19][N:18]=[CH:17][CH:16]=3)=[CH:12][C:13](=[O:14])[N:8]2[N:7]=1.C[Si](C=[N+]=[N-])(C)C. Product: [CH3:1][N:7]1[N:8]2[C:13](=[O:14])[CH:12]=[C:11]([C:15]3[CH:16]=[CH:17][N:18]=[CH:19][CH:20]=3)[N:10]=[C:9]2[C:21]([CH2:22][C:23]2[CH:28]=[CH:27][CH:26]=[CH:25][C:24]=2[CH3:29])=[C:6]1[CH3:5]. The catalyst class is: 98. (6) Reactant: [Cl:1][C:2]1[C:3]([CH3:18])=[CH:4][C:5]2[N:6]([C:8](C3C=CN=CC=3)=[C:9]([CH3:11])[N:10]=2)[N:7]=1.CN1CC2C(CNC2)C1.C(N(CC)CC)C.Cl. Product: [Cl:1][C:2]1[C:3]([CH3:18])=[CH:4][C:5]2[N:6]([CH:8]=[C:9]([CH3:11])[N:10]=2)[N:7]=1. The catalyst class is: 709. (7) Reactant: [CH2:1]([C:3]1[CH:8]=[CH:7][CH:6]=[CH:5][C:4]=1B(O)O)[CH3:2].[ClH:12].Cl.[CH2:14]1[NH:19][CH2:18][CH2:17][N:16]2[CH2:20][CH2:21][CH2:22][C@H:15]12.O.[C:24]([OH:28])(=[O:27])[CH:25]=O.C([O-])([O-])=O.[K+].[K+]. Product: [ClH:12].[CH2:1]([C:3]1[CH:8]=[CH:7][CH:6]=[CH:5][C:4]=1[CH:25]([N:19]1[CH2:18][CH2:17][N:16]2[CH2:20][CH2:21][CH2:22][C@@H:15]2[CH2:14]1)[C:24]([OH:28])=[O:27])[CH3:2]. The catalyst class is: 23. (8) Reactant: [OH:1][C:2]1[CH:10]=[CH:9][C:8]([S:11]([OH:13])=[O:12])=[CH:7][C:3]=1[C:4]([OH:6])=[O:5].C(N(CC)CC)C.[Cl:21][CH2:22][CH2:23][CH2:24]I. Product: [Cl:21][CH2:22][CH2:23][CH2:24][S:11]([C:8]1[CH:9]=[CH:10][C:2]([OH:1])=[C:3]([CH:7]=1)[C:4]([OH:6])=[O:5])(=[O:13])=[O:12]. The catalyst class is: 3. (9) Reactant: Br[C:2]1[C:3]2[CH2:4][CH2:5][N:6]([CH3:31])[C@@H:7]([C@@H:17]3[C:25]4[C:20](=[C:21]([O:28][CH3:29])[C:22]([O:26][CH3:27])=[CH:23][CH:24]=4)[C:19](=[O:30])[O:18]3)[C:8]=2[C:9]([O:15][CH3:16])=[C:10]2[O:14][CH2:13][O:12][C:11]=12.[N-:32]=[N+:33]=[N-:34].[Na+].[I-].[Na+]. Product: [N:32]([C:2]1[C:3]2[CH2:4][CH2:5][N:6]([CH3:31])[C@@H:7]([C@@H:17]3[C:25]4[C:20](=[C:21]([O:28][CH3:29])[C:22]([O:26][CH3:27])=[CH:23][CH:24]=4)[C:19](=[O:30])[O:18]3)[C:8]=2[C:9]([O:15][CH3:16])=[C:10]2[O:14][CH2:13][O:12][C:11]=12)=[N+:33]=[N-:34]. The catalyst class is: 3. (10) Reactant: C([O:4][C@@H:5]1[C@@H:13]([CH2:14][O:15]C(=O)C)[O:12][C@H:11]2[C@H:7]([N:8]=[C:9]([NH:19][CH2:20][CH2:21][F:22])[S:10]2)[C@H:6]1[O:23]C(=O)C)(=O)C.C(=O)([O-])[O-].[K+].[K+]. Product: [F:22][CH2:21][CH2:20][NH:19][C:9]1[S:10][C@H:11]2[O:12][C@H:13]([CH2:14][OH:15])[C@@H:5]([OH:4])[C@H:6]([OH:23])[C@H:7]2[N:8]=1. The catalyst class is: 5.